From a dataset of Peptide-MHC class I binding affinity with 185,985 pairs from IEDB/IMGT. Regression. Given a peptide amino acid sequence and an MHC pseudo amino acid sequence, predict their binding affinity value. This is MHC class I binding data. (1) The peptide sequence is ALRANSAVK. The MHC is HLA-A02:02 with pseudo-sequence HLA-A02:02. The binding affinity (normalized) is 0.113. (2) The peptide sequence is YLQQNWWTL. The MHC is HLA-A68:01 with pseudo-sequence HLA-A68:01. The binding affinity (normalized) is 0.105. (3) The peptide sequence is ITLVVISVI. The MHC is HLA-A02:03 with pseudo-sequence HLA-A02:03. The binding affinity (normalized) is 0.307. (4) The peptide sequence is REVGDTSPDL. The MHC is HLA-B40:01 with pseudo-sequence HLA-B40:01. The binding affinity (normalized) is 0.124. (5) The peptide sequence is SIISLFYTF. The MHC is HLA-A32:01 with pseudo-sequence HLA-A32:01. The binding affinity (normalized) is 0.839. (6) The peptide sequence is WMRWGGWPF. The MHC is HLA-B40:01 with pseudo-sequence HLA-B40:01. The binding affinity (normalized) is 0.423. (7) The peptide sequence is YTITSLFSL. The MHC is HLA-C06:02 with pseudo-sequence HLA-C06:02. The binding affinity (normalized) is 0.0847. (8) The peptide sequence is AIVCRFDTR. The MHC is HLA-A03:01 with pseudo-sequence HLA-A03:01. The binding affinity (normalized) is 0.230. (9) The peptide sequence is VIWCIHAEEKV. The MHC is Mamu-A02 with pseudo-sequence Mamu-A02. The binding affinity (normalized) is 0.147.